This data is from Full USPTO retrosynthesis dataset with 1.9M reactions from patents (1976-2016). The task is: Predict the reactants needed to synthesize the given product. (1) Given the product [NH2:7][C:8]1[CH2:9][O:10][CH2:11][C:12]([C:18]2[CH:23]=[C:22]([NH:24][C:25]([C:27]3[CH:32]=[CH:31][C:30]([Cl:33])=[CH:29][N:28]=3)=[O:26])[CH:21]=[CH:20][C:19]=2[F:34])([C:14]([F:17])([F:16])[F:15])[N:13]=1, predict the reactants needed to synthesize it. The reactants are: C(OC(=O)[NH:7][C:8]1[CH2:9][O:10][CH2:11][C:12]([C:18]2[CH:23]=[C:22]([NH:24][C:25]([C:27]3[CH:32]=[CH:31][C:30]([Cl:33])=[CH:29][N:28]=3)=[O:26])[CH:21]=[CH:20][C:19]=2[F:34])([C:14]([F:17])([F:16])[F:15])[N:13]=1)(C)(C)C. (2) Given the product [CH3:20][O:19][C:16]1[N:15]=[CH:14][C:13]([NH:12][C:9]2[C:8]([C:21]3[N:29]=[C:28]([CH3:30])[N:27]=[C:26]4[C:22]=3[N:23]=[CH:24][N:25]4[CH:31]3[CH2:36][CH2:35][CH2:34][CH2:33][O:32]3)=[CH:7][C:6]([CH:2]=[O:1])=[CH:11][N:10]=2)=[CH:18][CH:17]=1, predict the reactants needed to synthesize it. The reactants are: [O:1]1CCO[CH:2]1[C:6]1[CH:7]=[C:8]([C:21]2[N:29]=[C:28]([CH3:30])[N:27]=[C:26]3[C:22]=2[N:23]=[CH:24][N:25]3[CH:31]2[CH2:36][CH2:35][CH2:34][CH2:33][O:32]2)[C:9]([NH:12][C:13]2[CH:14]=[N:15][C:16]([O:19][CH3:20])=[CH:17][CH:18]=2)=[N:10][CH:11]=1.Cl. (3) Given the product [O:48]=[C:39]1[N:40]2[CH:47]=[CH:46][S:45][C:41]2=[CH:42][C:43](=[O:44])[N:38]1[C:24]1[C:23]([CH3:22])=[C:28]([C:2]2[C:14]3[C:13]4[C:8](=[CH:9][C:10]([C:15]([OH:18])([CH3:17])[CH3:16])=[CH:11][CH:12]=4)[NH:7][C:6]=3[C:5]([C:19]([NH2:21])=[O:20])=[CH:4][CH:3]=2)[CH:27]=[CH:26][CH:25]=1, predict the reactants needed to synthesize it. The reactants are: Br[C:2]1[C:14]2[C:13]3[C:8](=[CH:9][C:10]([C:15]([OH:18])([CH3:17])[CH3:16])=[CH:11][CH:12]=3)[NH:7][C:6]=2[C:5]([C:19]([NH2:21])=[O:20])=[CH:4][CH:3]=1.[CH3:22][C:23]1[C:28](B2OC(C)(C)C(C)(C)O2)=[CH:27][CH:26]=[CH:25][C:24]=1[N:38]1[C:43](=[O:44])[CH:42]=[C:41]2[S:45][CH:46]=[CH:47][N:40]2[C:39]1=[O:48].C([O-])([O-])=O.[Cs+].[Cs+]. (4) Given the product [C:21]([N:3]1[C:4]2[C:9]([C:10]([O:12][CH3:13])=[O:11])=[CH:8][CH:7]=[CH:6][C:5]=2[N:1]=[CH:2]1)([C:22]1[CH:27]=[CH:26][CH:25]=[CH:24][CH:23]=1)([C:34]1[CH:35]=[CH:36][CH:37]=[CH:38][CH:39]=1)[C:28]1[CH:29]=[CH:30][CH:31]=[CH:32][CH:33]=1, predict the reactants needed to synthesize it. The reactants are: [N:1]1[C:5]2[CH:6]=[CH:7][CH:8]=[C:9]([C:10]([O:12][CH3:13])=[O:11])[C:4]=2[NH:3][CH:2]=1.C(N(CC)CC)C.[C:21](Cl)([C:34]1[CH:39]=[CH:38][CH:37]=[CH:36][CH:35]=1)([C:28]1[CH:33]=[CH:32][CH:31]=[CH:30][CH:29]=1)[C:22]1[CH:27]=[CH:26][CH:25]=[CH:24][CH:23]=1.C(=O)([O-])O.[Na+].